Dataset: Peptide-MHC class II binding affinity with 134,281 pairs from IEDB. Task: Regression. Given a peptide amino acid sequence and an MHC pseudo amino acid sequence, predict their binding affinity value. This is MHC class II binding data. (1) The peptide sequence is ARTDLLAFTAFPKQI. The MHC is HLA-DPA10201-DPB10501 with pseudo-sequence HLA-DPA10201-DPB10501. The binding affinity (normalized) is 0.798. (2) The peptide sequence is KLIEDINVGFKAAVA. The MHC is HLA-DPA10103-DPB10201 with pseudo-sequence HLA-DPA10103-DPB10201. The binding affinity (normalized) is 0.360.